From a dataset of Catalyst prediction with 721,799 reactions and 888 catalyst types from USPTO. Predict which catalyst facilitates the given reaction. Reactant: N[C:2]1[CH:7]=[CH:6][C:5]([C:8]2[CH:17]=[C:16]([NH2:18])[C:15]3[C:10](=[CH:11][CH:12]=[C:13]([N:19](C)C)[CH:14]=3)[N:9]=2)=[CH:4][CH:3]=1.[C:22]([C:25]1[CH:26]=[C:27]([CH:31]=[CH:32][CH:33]=1)[C:28]([OH:30])=O)(=[O:24])[CH3:23].C[CH2:35][N:36]=[C:37]=NCCCN(C)C.C(Cl)[Cl:46].CO. Product: [Cl-:46].[C:22]([C:25]1[CH:26]=[C:27]([CH:31]=[CH:32][CH:33]=1)[C:28]([NH:19][C:13]1[CH:12]=[CH:11][C:10]([NH:9][C:8]2[C:5]3[C:6](=[CH:7][CH:2]=[C:3]([N:36]([CH3:37])[CH3:35])[CH:4]=3)[NH+:18]=[CH:16][CH:17]=2)=[CH:15][CH:14]=1)=[O:30])(=[O:24])[CH3:23]. The catalyst class is: 239.